This data is from Full USPTO retrosynthesis dataset with 1.9M reactions from patents (1976-2016). The task is: Predict the reactants needed to synthesize the given product. (1) The reactants are: [CH2:1]([O:8][C:9]([N:11]1[CH2:17][CH2:16][C:15](=[O:18])[N:14]([C@H:19]([C:23]([O:25][CH3:26])=[O:24])[CH2:20][CH:21]=O)[CH2:13][C@H:12]1[CH3:27])=[O:10])[C:2]1[CH:7]=[CH:6][CH:5]=[CH:4][CH:3]=1.Cl.[CH2:29]1[C:31]2([CH2:36][CH2:35][NH:34][CH2:33][C@H:32]2[OH:37])[CH2:30]1. Given the product [CH2:1]([O:8][C:9]([N:11]1[CH2:17][CH2:16][C:15](=[O:18])[N:14]([C@H:19]([C:23]([O:25][CH3:26])=[O:24])[CH2:20][CH2:21][N:34]2[CH2:35][CH2:36][C:31]3([CH2:30][CH2:29]3)[C@H:32]([OH:37])[CH2:33]2)[CH2:13][C@H:12]1[CH3:27])=[O:10])[C:2]1[CH:3]=[CH:4][CH:5]=[CH:6][CH:7]=1, predict the reactants needed to synthesize it. (2) Given the product [CH3:14][N:15]1[C:19]([N:20]2[CH:5]=[CH:6][C:7]([C:3]([O:2][CH3:1])=[O:4])=[CH:8]2)=[CH:18][CH:17]=[N:16]1, predict the reactants needed to synthesize it. The reactants are: [CH3:1][O:2][CH:3]1[CH:7]([C:8](OC)=O)[CH2:6][CH:5](OC)[O:4]1.[CH3:14][N:15]1[C:19]([NH2:20])=[CH:18][CH:17]=[N:16]1. (3) Given the product [C:66]([O:70][C:71]([N:47]1[CH2:46][CH2:45][CH2:44][CH:43]([NH:48][C:83](=[O:84])[C:26]2[CH:27]=[CH:28][C:23]([C:21]3[N:22]=[C:18]([NH:17][C:16]([CH:12]4[CH2:13][CH2:14][CH2:15][N:11]4[C:9]([O:8][CH2:1][C:2]4[CH:3]=[CH:4][CH:5]=[CH:6][CH:7]=4)=[O:10])=[O:32])[S:19][CH:20]=3)=[CH:24][CH:25]=2)[CH2:42]1)=[O:72])([CH3:69])([CH3:68])[CH3:67], predict the reactants needed to synthesize it. The reactants are: [CH2:1]([O:8][C:9]([N:11]1[CH2:15][CH2:14][CH2:13][CH:12]1[C:16](=[O:32])[NH:17][C:18]1[S:19][CH:20]=[C:21]([C:23]2[CH:28]=[CH:27][CH:26]=[CH:25][C:24]=2C(O)=O)[N:22]=1)=[O:10])[C:2]1[CH:7]=[CH:6][CH:5]=[CH:4][CH:3]=1.CN(C(ON1N=[N:48][C:43]2[CH:44]=[CH:45][CH:46]=[N:47][C:42]1=2)=[N+](C)C)C.F[P-](F)(F)(F)(F)F.CCN(C(C)C)C(C)C.[C:66]([O:70][C:71](N1CCCC(N)C1)=[O:72])([CH3:69])([CH3:68])[CH3:67].CN([CH:83]=[O:84])C. (4) Given the product [OH:1][CH2:2][CH:3]1[C:12]2[C:7](=[CH:8][C:9]([O:15][CH3:16])=[C:10]([O:13][CH3:14])[CH:11]=2)[CH2:6][CH2:5][N:4]1[C:17]([C@@H:19]1[CH2:28][C:27]2[C:22](=[CH:23][CH:24]=[CH:25][CH:26]=2)[CH2:21][NH:20]1)=[O:18], predict the reactants needed to synthesize it. The reactants are: [OH:1][CH2:2][CH:3]1[C:12]2[C:7](=[CH:8][C:9]([O:15][CH3:16])=[C:10]([O:13][CH3:14])[CH:11]=2)[CH2:6][CH2:5][N:4]1[C:17]([C@@H:19]1[CH2:28][C:27]2[C:22](=[CH:23][CH:24]=[CH:25][CH:26]=2)[CH2:21][N:20]1C(OC(C)(C)C)=O)=[O:18].C(O)(C(F)(F)F)=O. (5) Given the product [Cl:1][C:2]1[CH:3]=[N:4][C:5]2[N:6]([N:8]=[C:9]([C:11]([N:25]3[CH2:24][CH2:23][C:22]4[C:27](=[CH:28][CH:29]=[CH:30][C:21]=4[C:20]4[C:15]([F:14])=[N:16][CH:17]=[CH:18][CH:19]=4)[CH:26]3[CH3:31])=[O:13])[CH:10]=2)[CH:7]=1, predict the reactants needed to synthesize it. The reactants are: [Cl:1][C:2]1[CH:3]=[N:4][C:5]2[N:6]([N:8]=[C:9]([C:11]([OH:13])=O)[CH:10]=2)[CH:7]=1.[F:14][C:15]1[C:20]([C:21]2[CH:30]=[CH:29][CH:28]=[C:27]3[C:22]=2[CH2:23][CH2:24][NH:25][CH:26]3[CH3:31])=[CH:19][CH:18]=[CH:17][N:16]=1. (6) Given the product [CH3:10][O:9][C:7]1[CH:6]=[C:5]([C:11]([C@@H:13]2[C@:22]3([CH3:23])[C@H:17]([C:18]([CH3:25])([CH3:24])[CH2:19][CH2:20][CH2:21]3)[CH2:16][C@@H:15]([NH:26][C:50]([C:51]3[CH:52]=[N:53][CH:54]=[CH:55][CH:56]=3)=[O:57])[C@H:14]2[CH3:27])=[O:12])[CH:4]=[C:3]([O:2][CH3:1])[CH:8]=1, predict the reactants needed to synthesize it. The reactants are: [CH3:1][O:2][C:3]1[CH:4]=[C:5]([C:11]([C@@H:13]2[C@:22]3([CH3:23])[C@H:17]([C:18]([CH3:25])([CH3:24])[CH2:19][CH2:20][CH2:21]3)[CH2:16][C@@H:15]([NH2:26])[C@H:14]2[CH3:27])=[O:12])[CH:6]=[C:7]([O:9][CH3:10])[CH:8]=1.F[B-](F)(F)F.N1(OC(N(C)C)=[N+](C)C)C2C=CC=CC=2N=N1.[C:50](O)(=[O:57])[C:51]1[CH:56]=[CH:55][CH:54]=[N:53][CH:52]=1.C(N(CC)C(C)C)(C)C. (7) Given the product [Cl:7][C:8]1[CH:13]=[C:12]([Cl:14])[CH:11]=[CH:10][C:9]=1[CH2:15][CH:16]([NH2:18])[CH3:17], predict the reactants needed to synthesize it. The reactants are: [H-].[Al+3].[Li+].[H-].[H-].[H-].[Cl:7][C:8]1[CH:13]=[C:12]([Cl:14])[CH:11]=[CH:10][C:9]=1/[CH:15]=[C:16](/[N+:18]([O-])=O)\[CH3:17].[OH-].[Na+].